Dataset: Reaction yield outcomes from USPTO patents with 853,638 reactions. Task: Predict the reaction yield, written as a fraction of the theoretical maximum amount of product (1.0 means a 100% yield; for example, 0.34 means a 34% yield). The reactants are [O:1]=[C:2]1[CH2:7][CH2:6][CH:5]([C:8]([O:10][CH2:11][CH3:12])=[O:9])[CH2:4][CH2:3]1.[CH2:13](O)[CH2:14][OH:15].O.C1(C)C=CC(S(O)(=O)=O)=CC=1. The catalyst is C1(C)C=CC=CC=1. The product is [O:15]1[C:2]2([CH2:7][CH2:6][CH:5]([C:8]([O:10][CH2:11][CH3:12])=[O:9])[CH2:4][CH2:3]2)[O:1][CH2:13][CH2:14]1. The yield is 0.980.